This data is from Full USPTO retrosynthesis dataset with 1.9M reactions from patents (1976-2016). The task is: Predict the reactants needed to synthesize the given product. (1) Given the product [NH2:19][C:13]1[C:14]([NH:18][C:29](=[O:30])[O:31][CH2:32][CH3:33])=[C:15]([NH2:17])[N:16]=[C:11]([N:10]2[C:4]3[C:5](=[N:6][CH:7]=[C:2]([F:1])[CH:3]=3)[C:8]([CH2:20][C:21]3[CH:26]=[CH:25][CH:24]=[CH:23][C:22]=3[F:27])=[N:9]2)[N:12]=1, predict the reactants needed to synthesize it. The reactants are: [F:1][C:2]1[CH:3]=[C:4]2[N:10]([C:11]3[N:16]=[C:15]([NH2:17])[C:14]([NH2:18])=[C:13]([NH2:19])[N:12]=3)[N:9]=[C:8]([CH2:20][C:21]3[CH:26]=[CH:25][CH:24]=[CH:23][C:22]=3[F:27])[C:5]2=[N:6][CH:7]=1.Cl[C:29]([O:31][CH2:32][CH3:33])=[O:30]. (2) Given the product [C:25]1([C:12]2([CH2:11][O:10][CH:8]([C:6]3[CH:5]=[C:4]([C:31]([F:34])([F:33])[F:32])[CH:3]=[C:2]([C:37]([F:40])([F:39])[F:38])[N:7]=3)[CH3:9])[CH2:13][CH2:14][NH:15][CH2:16][CH2:17]2)[CH:26]=[CH:27][CH:28]=[CH:29][CH:30]=1, predict the reactants needed to synthesize it. The reactants are: Br[C:2]1[N:7]=[C:6]([CH:8]([O:10][CH2:11][C:12]2([C:25]3[CH:30]=[CH:29][CH:28]=[CH:27][CH:26]=3)[CH2:17][CH2:16][N:15](C(OC(C)(C)C)=O)[CH2:14][CH2:13]2)[CH3:9])[CH:5]=[C:4]([C:31]([F:34])([F:33])[F:32])[CH:3]=1.C[Si](C)(C)[C:37]([F:40])([F:39])[F:38].[F-].[K+].CN1CCCC1=O. (3) Given the product [OH:1][C:2]1[C:11]2[C:6](=[CH:7][C:8]([CH2:12][C:13]3[CH:14]=[CH:15][CH:16]=[CH:17][CH:18]=3)=[CH:9][N:10]=2)[NH:5][C:4](=[O:19])[C:3]=1[C:20]([NH:33][CH:26]([C:27]1[CH:32]=[CH:31][CH:30]=[CH:29][CH:28]=1)[CH3:25])=[O:21], predict the reactants needed to synthesize it. The reactants are: [OH:1][C:2]1[C:11]2[C:6](=[CH:7][C:8]([CH2:12][C:13]3[CH:18]=[CH:17][CH:16]=[CH:15][CH:14]=3)=[CH:9][N:10]=2)[NH:5][C:4](=[O:19])[C:3]=1[C:20](OCC)=[O:21].[CH3:25][CH:26]([NH2:33])[C:27]1[CH:32]=[CH:31][CH:30]=[CH:29][CH:28]=1. (4) Given the product [F:49][C:6]([F:5])([F:48])[C:7]1[CH:8]=[C:9]([C@H:17]2[O:21][C:20](=[O:22])[N:19]([CH2:23][C:24]3[CH:29]=[C:28]([C:30]([F:31])([F:33])[F:32])[CH:27]=[CH:26][C:25]=3[C:34]3[CH:39]=[C:38]([CH:40]([CH3:41])[CH3:42])[C:37]([F:43])=[C:36]([OH:44])[C:35]=3[OH:45])[C@H:18]2[CH3:47])[CH:10]=[C:11]([C:13]([F:16])([F:15])[F:14])[CH:12]=1, predict the reactants needed to synthesize it. The reactants are: B(Br)(Br)Br.[F:5][C:6]([F:49])([F:48])[C:7]1[CH:8]=[C:9]([C@H:17]2[O:21][C:20](=[O:22])[N:19]([CH2:23][C:24]3[CH:29]=[C:28]([C:30]([F:33])([F:32])[F:31])[CH:27]=[CH:26][C:25]=3[C:34]3[CH:39]=[C:38]([CH:40]([CH3:42])[CH3:41])[C:37]([F:43])=[C:36]([OH:44])[C:35]=3[O:45]C)[C@H:18]2[CH3:47])[CH:10]=[C:11]([C:13]([F:16])([F:15])[F:14])[CH:12]=1. (5) Given the product [C:25]([N:22]1[C:23]([CH3:24])=[C:19]([C:17]2[N:31]=[N:30][C:4]3[CH2:3][C:2]([CH3:9])([CH3:1])[CH2:6][C:5]=3[CH:16]=2)[CH:20]=[N:21]1)([CH3:28])([CH3:27])[CH3:26], predict the reactants needed to synthesize it. The reactants are: [CH3:1][C:2]1([CH3:9])[CH2:6][C:5](=O)[C:4](=O)[CH2:3]1.COP([CH2:16][C:17]([C:19]1[CH:20]=[N:21][N:22]([C:25]([CH3:28])([CH3:27])[CH3:26])[C:23]=1[CH3:24])=O)(=O)OC.O.[NH2:30][NH2:31]. (6) Given the product [CH3:24][O:23][N:22]([CH3:21])[C:15](=[O:16])[C:14]1[CH:18]=[CH:19][C:11]([N+:8]([O-:10])=[O:9])=[CH:12][CH:13]=1, predict the reactants needed to synthesize it. The reactants are: C(N(CC)CC)C.[N+:8]([C:11]1[CH:19]=[CH:18][C:14]([C:15](O)=[O:16])=[CH:13][CH:12]=1)([O-:10])=[O:9].Cl.[CH3:21][NH:22][O:23][CH3:24].CCN=C=NCCCN(C)C. (7) Given the product [CH:33]1([CH2:32][O:31][C:22]2[CH:23]=[CH:24][C:25]([C:27]([F:30])([F:29])[F:28])=[CH:26][C:21]=2[C:20]2[C:15]3[NH:14][C:13]([CH3:36])=[C:12]([C:10]([NH:9][C@H:6]4[CH2:7][CH2:8][C@H:3]([NH:2][C:37](=[O:40])[CH2:38][CH3:39])[CH2:4][CH2:5]4)=[O:11])[C:16]=3[N:17]=[CH:18][N:19]=2)[CH2:34][CH2:35]1, predict the reactants needed to synthesize it. The reactants are: Cl.[NH2:2][C@H:3]1[CH2:8][CH2:7][C@H:6]([NH:9][C:10]([C:12]2[C:16]3[N:17]=[CH:18][N:19]=[C:20]([C:21]4[CH:26]=[C:25]([C:27]([F:30])([F:29])[F:28])[CH:24]=[CH:23][C:22]=4[O:31][CH2:32][CH:33]4[CH2:35][CH2:34]4)[C:15]=3[NH:14][C:13]=2[CH3:36])=[O:11])[CH2:5][CH2:4]1.[C:37](Cl)(=[O:40])[CH2:38][CH3:39]. (8) Given the product [Br:28][CH2:29][C:30]([N:3]1[CH:2]([CH3:1])[CH2:8][C:7]2[CH:9]=[C:10]3[O:15][CH2:14][O:13][C:11]3=[CH:12][C:6]=2[C:5]([C:16]2[CH:21]=[CH:20][C:19]([N+:22]([O-:24])=[O:23])=[CH:18][CH:17]=2)=[N:4]1)=[O:32], predict the reactants needed to synthesize it. The reactants are: [CH3:1][CH:2]1[CH2:8][C:7]2[CH:9]=[C:10]3[O:15][CH2:14][O:13][C:11]3=[CH:12][C:6]=2[C:5]([C:16]2[CH:21]=[CH:20][C:19]([N+:22]([O-:24])=[O:23])=[CH:18][CH:17]=2)=[N:4][N:3]1C(=S)N.[Br:28][CH2:29][C:30]([OH:32])=O.C1(N=C=NC2CCCCC2)CCCCC1. (9) Given the product [O:20]=[C:18]([N:52]1[CH2:51][C:50]2[C:54](=[CH:55][CH:56]=[C:48]([C:47]([F:46])([F:58])[F:57])[CH:49]=2)[CH2:53]1)[CH2:17][N:3]1[CH2:4][CH2:5][CH:6]([C:7]2[CH:12]=[CH:11][C:10]([C:13]([F:16])([F:14])[F:15])=[CH:9][CH:8]=2)[C:2]1=[O:1], predict the reactants needed to synthesize it. The reactants are: [O:1]=[C:2]1[CH:6]([C:7]2[CH:12]=[CH:11][C:10]([C:13]([F:16])([F:15])[F:14])=[CH:9][CH:8]=2)[CH2:5][CH2:4][N:3]1[CH2:17][C:18]([OH:20])=O.FC1C=CC(C2(C3C=CC(F)=CC=3)CCCN(CC(O)=O)C2=O)=CC=1.[F:46][C:47]([F:58])([F:57])[C:48]1[CH:49]=[C:50]2[C:54](=[CH:55][CH:56]=1)[CH2:53][NH:52][CH2:51]2.C1(C2(C3C=CC=CC=3)CCNC2)C=CC=CC=1.